This data is from Reaction yield outcomes from USPTO patents with 853,638 reactions. The task is: Predict the reaction yield, written as a fraction of the theoretical maximum amount of product (1.0 means a 100% yield; for example, 0.34 means a 34% yield). (1) The reactants are [F:1][C:2]1[CH:3]=[C:4]([C:8]2[CH:16]=[CH:15][C:11](C(O)=O)=[CH:10][N:9]=2)[CH:5]=[CH:6][CH:7]=1.CN([C:20]([O:24]N1N=NC2C=CC=CC1=2)=[N+](C)C)C.F[P-](F)(F)(F)(F)F.CCN(C(C)C)C(C)C.[NH2:50][CH:51]1[CH2:54][N:53]([C:55]([O:57][C:58]([CH3:61])([CH3:60])[CH3:59])=[O:56])[CH2:52]1. The catalyst is CN(C=O)C. The product is [F:1][C:2]1[CH:3]=[C:4]([C:8]2[N:9]=[CH:10][CH:11]=[CH:15][C:16]=2[C:20]([NH:50][CH:51]2[CH2:52][N:53]([C:55]([O:57][C:58]([CH3:61])([CH3:60])[CH3:59])=[O:56])[CH2:54]2)=[O:24])[CH:5]=[CH:6][CH:7]=1. The yield is 0.740. (2) The reactants are [NH2:1][C:2]1[CH:3]=[CH:4][C:5]2[C:6]3[N:14]=[C:13]([C:15]4[CH:20]=[CH:19][CH:18]=[C:17]([C:21]([F:24])([F:23])[F:22])[CH:16]=4)[CH:12]=[C:11]([C:25]([NH2:27])=[O:26])[C:7]=3[NH:8][C:9]=2[CH:10]=1.Cl.Cl[CH2:30][CH2:31][N:32]([CH2:37][CH2:38]Cl)[C:33]([CH3:36])([CH3:35])[CH3:34].C([O-])([O-])=O.[Na+].[Na+]. The catalyst is CC(O)(C)C. The product is [C:33]([N:32]1[CH2:37][CH2:38][N:1]([C:2]2[CH:3]=[CH:4][C:5]3[C:6]4[N:14]=[C:13]([C:15]5[CH:20]=[CH:19][CH:18]=[C:17]([C:21]([F:24])([F:23])[F:22])[CH:16]=5)[CH:12]=[C:11]([C:25]([NH2:27])=[O:26])[C:7]=4[NH:8][C:9]=3[CH:10]=2)[CH2:30][CH2:31]1)([CH3:36])([CH3:35])[CH3:34]. The yield is 0.320. (3) The reactants are C(O[CH2:5][C:6]1[N:10]2[C:11]3[CH:30]=[CH:29][CH:28]=[CH:27][C:12]=3[O:13][C:14]3([CH2:19][CH2:18][N:17](CC4C=CC=CC=4)[CH2:16][CH2:15]3)[C:9]2=[CH:8][CH:7]=1)(=O)C.C(O)(=O)C. The catalyst is C(OCC)(=O)C.[Pd]. The product is [CH3:5][C:6]1[N:10]2[C:11]3[CH:30]=[CH:29][CH:28]=[CH:27][C:12]=3[O:13][C:14]3([CH2:15][CH2:16][NH:17][CH2:18][CH2:19]3)[C:9]2=[CH:8][CH:7]=1. The yield is 0.340. (4) The reactants are C(O[BH-](O[C:11](=[O:13])C)OC(=O)C)(=O)C.[Na+].O=[C:16]1[CH2:21][CH2:20][N:19]([C:22]([O:24][C:25]([CH3:28])([CH3:27])[CH3:26])=[O:23])[CH2:18][CH2:17]1.Cl.Cl.[NH2:31][CH2:32][CH2:33][C:34]1[N:38]=[CH:37][NH:36][CH:35]=1.[OH-].[Na+]. The catalyst is ClC(Cl)C.O. The product is [O:13]=[C:11]1[N:38]2[CH:37]=[N:36][CH:35]=[C:34]2[CH2:33][CH2:32][N:31]1[CH:16]1[CH2:21][CH2:20][N:19]([C:22]([O:24][C:25]([CH3:28])([CH3:27])[CH3:26])=[O:23])[CH2:18][CH2:17]1. The yield is 0.770.